This data is from Full USPTO retrosynthesis dataset with 1.9M reactions from patents (1976-2016). The task is: Predict the reactants needed to synthesize the given product. Given the product [C:1]([C:5]1[N:9]=[C:8]([C:10]2[CH:11]=[C:12]([Cl:24])[C:13]([NH:16][C:17]3[CH:18]=[CH:19][C:20]([Cl:23])=[CH:21][CH:22]=3)=[N:14][CH:15]=2)[N:7]([CH3:28])[CH:6]=1)([CH3:4])([CH3:2])[CH3:3], predict the reactants needed to synthesize it. The reactants are: [C:1]([C:5]1[NH:9][C:8]([C:10]2[CH:11]=[C:12]([Cl:24])[C:13]([NH:16][C:17]3[CH:22]=[CH:21][C:20]([Cl:23])=[CH:19][CH:18]=3)=[N:14][CH:15]=2)=[N:7][CH:6]=1)([CH3:4])([CH3:3])[CH3:2].[H-].[Na+].I[CH3:28].